This data is from Reaction yield outcomes from USPTO patents with 853,638 reactions. The task is: Predict the reaction yield, written as a fraction of the theoretical maximum amount of product (1.0 means a 100% yield; for example, 0.34 means a 34% yield). (1) The reactants are [F:1][C:2]1[CH:7]=[C:6]([OH:8])[CH:5]=[CH:4][C:3]=1[C:9](=[O:11])[CH3:10].[Br:12]Br. The catalyst is O1CCOCC1. The product is [Br:12][CH2:10][C:9]([C:3]1[CH:4]=[CH:5][C:6]([OH:8])=[CH:7][C:2]=1[F:1])=[O:11]. The yield is 0.620. (2) The reactants are Cl.[C:2]([O:6][C:7](=[O:13])[C@H:8]([CH:10]([CH3:12])[CH3:11])[NH2:9])([CH3:5])([CH3:4])[CH3:3].C(N(CC)CC)C.[N+:21]([C:24]1[CH:31]=[CH:30][CH:29]=[CH:28][C:25]=1[CH2:26]Cl)([O-:23])=[O:22]. The catalyst is CCO. The product is [C:2]([O:6][C:7](=[O:13])[C@@H:8]([NH:9][CH2:26][C:25]1[CH:28]=[CH:29][CH:30]=[CH:31][C:24]=1[N+:21]([O-:23])=[O:22])[CH:10]([CH3:11])[CH3:12])([CH3:5])([CH3:4])[CH3:3]. The yield is 0.800. (3) The reactants are [CH3:1][O:2][CH2:3][CH2:4][OH:5].[H-].[Na+].[Cl:8][C:9]1[CH:10]=[C:11]([NH:16][C:17]2[C:26]3[C:21](=[CH:22][C:23](F)=[C:24]([N+:27]([O-:29])=[O:28])[CH:25]=3)[N:20]=[CH:19][N:18]=2)[CH:12]=[CH:13][C:14]=1[F:15].O. The catalyst is CS(C)=O. The product is [Cl:8][C:9]1[CH:10]=[C:11]([NH:16][C:17]2[C:26]3[C:21](=[CH:22][C:23]([O:5][CH2:4][CH2:3][O:2][CH3:1])=[C:24]([N+:27]([O-:29])=[O:28])[CH:25]=3)[N:20]=[CH:19][N:18]=2)[CH:12]=[CH:13][C:14]=1[F:15]. The yield is 1.00.